Dataset: Peptide-MHC class II binding affinity with 134,281 pairs from IEDB. Task: Regression. Given a peptide amino acid sequence and an MHC pseudo amino acid sequence, predict their binding affinity value. This is MHC class II binding data. (1) The peptide sequence is NLDVYDWSIPDDLLA. The MHC is DRB1_0301 with pseudo-sequence DRB1_0301. The binding affinity (normalized) is 0.130. (2) The peptide sequence is VNWEVIIMDEAHFLDHHHHHH. The MHC is DRB4_0103 with pseudo-sequence DRB4_0103. The binding affinity (normalized) is 0.470. (3) The peptide sequence is GELGIVDKIDAAFKI. The MHC is DRB3_0202 with pseudo-sequence DRB3_0202. The binding affinity (normalized) is 0.245. (4) The binding affinity (normalized) is 0.344. The peptide sequence is GRSEFAYGSFVRTVS. The MHC is HLA-DQA10401-DQB10402 with pseudo-sequence HLA-DQA10401-DQB10402. (5) The peptide sequence is AENNLQITEHKRLQLAN. The binding affinity (normalized) is 0. The MHC is DRB1_0401 with pseudo-sequence DRB1_0401. (6) The peptide sequence is REKKLSEFGKAKGSR. The MHC is DRB3_0202 with pseudo-sequence DRB3_0202. The binding affinity (normalized) is 0.367. (7) The peptide sequence is KVPWDQVVMTSLALV. The MHC is HLA-DQA10201-DQB10303 with pseudo-sequence HLA-DQA10201-DQB10303. The binding affinity (normalized) is 0.570. (8) The peptide sequence is NHIPGYKVQTNGPWM. The MHC is DRB1_0901 with pseudo-sequence DRB1_0901. The binding affinity (normalized) is 0.441.